This data is from Full USPTO retrosynthesis dataset with 1.9M reactions from patents (1976-2016). The task is: Predict the reactants needed to synthesize the given product. (1) Given the product [C:1]([O:5][C:6]([N:8]([CH3:30])[C@H:9]1[CH2:14][CH2:13][C@H:12]([N:15]([CH2:27][CH3:28])[C:16]2[C:17]([CH3:26])=[C:18]([CH:23]=[CH:24][CH:25]=2)[C:19]([O:21][CH3:22])=[O:20])[CH2:11][CH2:10]1)=[O:7])([CH3:4])([CH3:3])[CH3:2], predict the reactants needed to synthesize it. The reactants are: [C:1]([O:5][C:6]([NH:8][C@H:9]1[CH2:14][CH2:13][C@H:12]([NH:15][C:16]2[C:17]([CH3:26])=[C:18]([CH:23]=[CH:24][CH:25]=2)[C:19]([O:21][CH3:22])=[O:20])[CH2:11][CH2:10]1)=[O:7])([CH3:4])([CH3:3])[CH3:2].[CH:27](=O)[CH3:28].[C:30](O)(=O)C.C(O[BH-](OC(=O)C)OC(=O)C)(=O)C.[Na+]. (2) Given the product [N:3]1[C:4]2[N:5]([C:8]3[CH:14]=[CH:13][CH:12]=[CH:11][C:9]=3[N:10]=2)[CH:6]=[CH:7][C:2]=1[N:20]1[CH2:21][CH2:22][CH:17]([CH2:29][CH2:28][OH:34])[CH2:18][CH2:19]1, predict the reactants needed to synthesize it. The reactants are: Br[C:2]1[CH:7]=[CH:6][N:5]2[C:8]3[CH:14]=[CH:13][CH:12]=[CH:11][C:9]=3[N:10]=[C:4]2[N:3]=1.Cl.Br[CH:17]1[CH2:22][CH2:21][NH:20][CH2:19][CH2:18]1.C(N([CH2:28][CH3:29])CC)C.CN(C=[O:34])C. (3) Given the product [N:32]1([C:1]([C:4]2[CH:5]=[CH:6][C:7]([CH2:8][N:9]3[C:15]4[CH:16]=[CH:17][CH:18]=[CH:19][C:14]=4[CH2:13][N:12]([C:20](=[O:28])[C:21]4[CH:26]=[CH:25][C:24]([Cl:27])=[CH:23][CH:22]=4)[CH2:11][C:10]3=[O:29])=[CH:30][CH:31]=2)=[O:3])[CH2:36][CH:35]=[CH:34][CH2:33]1, predict the reactants needed to synthesize it. The reactants are: [C:1]([C:4]1[CH:31]=[CH:30][C:7]([CH2:8][N:9]2[C:15]3[CH:16]=[CH:17][CH:18]=[CH:19][C:14]=3[CH2:13][N:12]([C:20](=[O:28])[C:21]3[CH:26]=[CH:25][C:24]([Cl:27])=[CH:23][CH:22]=3)[CH2:11][C:10]2=[O:29])=[CH:6][CH:5]=1)([OH:3])=O.[NH:32]1[CH2:36][CH2:35][CH2:34][CH2:33]1.C(N(CC)CC)C. (4) The reactants are: [O:1]1[C:5]2[CH:6]=[CH:7][CH:8]=[CH:9][C:4]=2[CH:3]=[C:2]1[CH:10]=[O:11].[BH4-].[Na+]. Given the product [O:1]1[C:5]2[CH:6]=[CH:7][CH:8]=[CH:9][C:4]=2[CH:3]=[C:2]1[CH2:10][OH:11], predict the reactants needed to synthesize it.